Dataset: Drug-target binding data from BindingDB using Ki measurements. Task: Regression. Given a target protein amino acid sequence and a drug SMILES string, predict the binding affinity score between them. We predict pKi (pKi = -log10(Ki in M); higher means stronger inhibition). Dataset: bindingdb_ki. The target protein (P97714) has sequence MTFRDILSVTFEGPRASSSTGGSGAGGGAGTVGPEGPAVGGVPGATGGSAVVGTGSGEDNQSSTAEAGAAASGEVNGSAAVGGLVVSAQGVGVGVFLAAFILTAVAGNLLVILSVACNRHLQTVTNYFIVNLAVADLLLSAAVLPFSATMEVLGFWPFGRTFCDVWAAVDVLCCTASILSLCTISVDRYVGVRHSLKYPAIMTERKAAAILALLWAVALVVSVGPLLGWKEPVPPDERFCGITEEVGYAIFSSVCSFYLPMAVIVVMYCRVYVVARSTTRSLEAGIKREPGKASEVVLRIHCRGAATSAKGNPGTQSSKGHTLRSSLSVRLLKFSREKKAAKTLAIVVGVFVLCWFPFFFVLPLGSLFPQLKPSEGVFKVIFWLGYFNSCVNPLIYPCSSREFKRAFLRLLRCQCRRRRRRLWPSLRPPLASLDRRPALRLCPQPAHRTPRGSPSPHCTPRPGLRRHAGGAGFGLRPSKASLRLREWRLLGPLQRPTTQL.... The drug is Clc1cccc(OC[C@@H]2CN(CCN3CCc4ccccc43)CCO2)c1. The pKi is 5.4.